This data is from Reaction yield outcomes from USPTO patents with 853,638 reactions. The task is: Predict the reaction yield, written as a fraction of the theoretical maximum amount of product (1.0 means a 100% yield; for example, 0.34 means a 34% yield). (1) The product is [NH2:32][C:28]1[CH:27]=[C:26]([S:24]([NH:23][C:21]([C:8]2[C:9]([O:11][C:12]3[C:13]([CH3:20])=[CH:14][C:15]([CH3:19])=[CH:16][C:17]=3[CH3:18])=[N:10][C:5]([C:1]([CH3:2])([CH3:3])[CH3:4])=[CH:6][CH:7]=2)=[O:22])(=[NH:35])=[O:25])[CH:31]=[CH:30][CH:29]=1. The catalyst is CO.[Pd]. The yield is 0.620. The reactants are [C:1]([C:5]1[N:10]=[C:9]([O:11][C:12]2[C:17]([CH3:18])=[CH:16][C:15]([CH3:19])=[CH:14][C:13]=2[CH3:20])[C:8]([C:21]([NH:23][S:24](=[NH:35])([C:26]2[CH:31]=[CH:30][CH:29]=[C:28]([N+:32]([O-])=O)[CH:27]=2)=[O:25])=[O:22])=[CH:7][CH:6]=1)([CH3:4])([CH3:3])[CH3:2]. (2) The product is [CH2:1]([O:8][C:9]1[C:14]2[CH2:15][CH:16]=[CH:17][C:18]3[C:19](=[CH:20][C:21]4[CH:22]=[C:23]([CH2:28][OH:29])[N:24]([CH3:27])[C:25]=4[CH:26]=3)[C:13]=2[N:12]([CH2:37][C:38]2[CH:43]=[CH:42][C:41]([O:44][CH3:45])=[CH:40][C:39]=2[O:46][CH3:47])[C:11](=[O:48])[C:10]=1[C:49]([O:51][CH3:52])=[O:50])[C:2]1[CH:7]=[CH:6][CH:5]=[CH:4][CH:3]=1. The catalyst is C1COCC1. The yield is 0.840. The reactants are [CH2:1]([O:8][C:9]1[C:14]2[CH2:15][CH:16]=[CH:17][C:18]3[C:19](=[CH:20][C:21]4[CH:22]=[C:23]([CH2:28][O:29][Si](C(C)(C)C)(C)C)[N:24]([CH3:27])[C:25]=4[CH:26]=3)[C:13]=2[N:12]([CH2:37][C:38]2[CH:43]=[CH:42][C:41]([O:44][CH3:45])=[CH:40][C:39]=2[O:46][CH3:47])[C:11](=[O:48])[C:10]=1[C:49]([O:51][CH3:52])=[O:50])[C:2]1[CH:7]=[CH:6][CH:5]=[CH:4][CH:3]=1.CCCC[N+](CCCC)(CCCC)CCCC.[F-]. (3) The reactants are O=[C:2]1[NH:6][N:5]([C:7]2[CH:8]=[N:9][CH:10]=[CH:11][CH:12]=2)[CH:4]([C:13]([O:15][CH2:16][CH3:17])=[O:14])[CH2:3]1.C(#N)C.P(Cl)(Cl)([Cl:23])=O.C(=O)([O-])[O-].[Na+].[Na+]. The catalyst is O. The product is [Cl:23][C:2]1[CH2:3][CH:4]([C:13]([O:15][CH2:16][CH3:17])=[O:14])[N:5]([C:7]2[CH:8]=[N:9][CH:10]=[CH:11][CH:12]=2)[N:6]=1. The yield is 0.790.